This data is from Experimentally validated miRNA-target interactions with 360,000+ pairs, plus equal number of negative samples. The task is: Binary Classification. Given a miRNA mature sequence and a target amino acid sequence, predict their likelihood of interaction. The miRNA is cel-let-7-5p with sequence UGAGGUAGUAGGUUGUAUAGUU. The protein sequence of the target gene is MRRRVFSSQDWRASGWDGMGFFSRRTFCGRSGRSCRGQLVQVSRPEVSAGSLLLPAPQAEDHSSRILYPRPKSLLPKMMNADMDAVDAENQVELEEKTRLINQVLELQHTLEDLSARVDAVKEENLKLKSENQVLGQYIENLMSASSVFQTTDTKSKRK. Result: 0 (no interaction).